This data is from Forward reaction prediction with 1.9M reactions from USPTO patents (1976-2016). The task is: Predict the product of the given reaction. (1) Given the reactants [F:1][C:2]([F:27])([F:26])[C:3]1[N:7]2[N:8]=[C:9]([O:16][CH2:17][C:18]3[N:23]=[C:22]([CH:24]=O)[CH:21]=[CH:20][CH:19]=3)[C:10]3[C:15]([C:6]2=[N:5][N:4]=1)=[CH:14][CH:13]=[CH:12][CH:11]=3.[CH3:28][C:29]1[CH:37]=[CH:36][C:32]([CH2:33][CH2:34][NH2:35])=[CH:31][CH:30]=1.C(O[BH-](OC(=O)C)OC(=O)C)(=O)C.[Na+].ClC(Cl)C, predict the reaction product. The product is: [C:29]1([CH3:28])[CH:37]=[CH:36][C:32]([CH2:33][CH2:34][NH:35][CH2:24][C:22]2[CH:21]=[CH:20][CH:19]=[C:18]([CH2:17][O:16][C:9]3[C:10]4[C:15](=[CH:14][CH:13]=[CH:12][CH:11]=4)[C:6]4=[N:5][N:4]=[C:3]([C:2]([F:1])([F:26])[F:27])[N:7]4[N:8]=3)[N:23]=2)=[CH:31][CH:30]=1. (2) Given the reactants [C:1]1([C:7]#[C:8][C:9]2[CH:10]=[CH:11][C:12]([O:18][CH2:19][CH2:20][CH3:21])=[C:13]([CH:17]=2)[C:14]([OH:16])=O)[CH:6]=[CH:5][CH:4]=[CH:3][CH:2]=1.[NH2:22][C@@H:23]([CH2:34][OH:35])[CH2:24][C:25]1[C:33]2[C:28](=[CH:29][CH:30]=[CH:31][CH:32]=2)[NH:27][CH:26]=1.C1C=C2N=NN(O)C2=CC=1.O.C(Cl)CCl, predict the reaction product. The product is: [OH:35][CH2:34][C@H:23]([NH:22][C:14](=[O:16])[C:13]1[CH:17]=[C:9]([C:8]#[C:7][C:1]2[CH:2]=[CH:3][CH:4]=[CH:5][CH:6]=2)[CH:10]=[CH:11][C:12]=1[O:18][CH2:19][CH2:20][CH3:21])[CH2:24][C:25]1[C:33]2[C:28](=[CH:29][CH:30]=[CH:31][CH:32]=2)[NH:27][CH:26]=1.